This data is from Reaction yield outcomes from USPTO patents with 853,638 reactions. The task is: Predict the reaction yield, written as a fraction of the theoretical maximum amount of product (1.0 means a 100% yield; for example, 0.34 means a 34% yield). (1) The reactants are Cl[C:2]1[N:7]=[CH:6][N:5]=[C:4]([NH:8][CH2:9][C:10]2[CH:15]=[CH:14][C:13]([O:16][CH3:17])=[CH:12][C:11]=2[O:18][CH3:19])[CH:3]=1.C([O-])=O.[NH4+]. The catalyst is C(O)C. The product is [CH3:19][O:18][C:11]1[CH:12]=[C:13]([O:16][CH3:17])[CH:14]=[CH:15][C:10]=1[CH2:9][NH:8][C:4]1[CH:3]=[CH:2][N:7]=[CH:6][N:5]=1. The yield is 0.970. (2) The reactants are [NH2:1][C:2]1[CH:9]=[C:8]([Cl:10])[CH:7]=[CH:6][C:3]=1[CH:4]=O.[CH:11](=O)[CH2:12][CH3:13].N1CCCCC1. The catalyst is C(O)C. The product is [Cl:10][C:8]1[CH:9]=[C:2]2[C:3]([CH:4]=[C:12]([CH3:13])[CH:11]=[N:1]2)=[CH:6][CH:7]=1. The yield is 0.750. (3) The reactants are C[O-].[Na+].[CH3:4][S:5][C:6]1[CH:15]=[C:14]([C:16]([F:19])([F:18])[F:17])[CH:13]=[CH:12][C:7]=1[C:8]([O:10]C)=O.[CH3:20][C:21]([CH:23]1[CH2:25][CH2:24]1)=[O:22]. The catalyst is C1(C)C=CC=CC=1. The product is [CH:23]1([C:21](=[O:22])[CH2:20][C:8]([C:7]2[CH:12]=[CH:13][C:14]([C:16]([F:19])([F:18])[F:17])=[CH:15][C:6]=2[S:5][CH3:4])=[O:10])[CH2:25][CH2:24]1. The yield is 0.929. (4) The reactants are Br[C:2]1[N:6]2[CH2:7][CH2:8][N:9]([C:11]3[CH:18]=[CH:17][C:14]([C:15]#[N:16])=[C:13]([C:19]([F:22])([F:21])[F:20])[CH:12]=3)[CH2:10][C:5]2=[N:4][N:3]=1.[CH:23]([O:26][C:27]1[CH:33]=[CH:32][C:30]([NH2:31])=[CH:29][CH:28]=1)([CH3:25])[CH3:24].Cl.O1CCOCC1.C(=O)([O-])O.[Na+]. The catalyst is O1CCOCC1. The product is [CH:23]([O:26][C:27]1[CH:33]=[CH:32][C:30]([NH:31][C:2]2[N:6]3[CH2:7][CH2:8][N:9]([C:11]4[CH:18]=[CH:17][C:14]([C:15]#[N:16])=[C:13]([C:19]([F:22])([F:21])[F:20])[CH:12]=4)[CH2:10][C:5]3=[N:4][N:3]=2)=[CH:29][CH:28]=1)([CH3:25])[CH3:24]. The yield is 0.570. (5) The reactants are [CH:1]1([N:4]2[CH2:9][CH2:8][N:7]([C:10]3[C:15]([C:16]4[CH:17]=[CH:18][C:19]5[C:20]6[N:34](C7CCCCO7)[N:33]=[CH:32][C:21]=6[C:22](=[O:31])[N:23]([CH2:26][C:27]([F:30])([F:29])[F:28])[C:24]=5[CH:25]=4)=[CH:14][CH:13]=[CH:12][N:11]=3)[CH2:6][CH2:5]2)[CH2:3][CH2:2]1.C1(N2CCN(C3C(C4C=CC5C6NN(C7CCCCO7)CC=6C(=O)N(CC(F)(F)F)C=5C=4)=CC=CN=3)CC2)CC1.[ClH:81]. No catalyst specified. The product is [ClH:81].[CH:1]1([N:4]2[CH2:5][CH2:6][N:7]([C:10]3[C:15]([C:16]4[CH:17]=[CH:18][C:19]5[C:20]6[NH:34][N:33]=[CH:32][C:21]=6[C:22](=[O:31])[N:23]([CH2:26][C:27]([F:28])([F:29])[F:30])[C:24]=5[CH:25]=4)=[CH:14][CH:13]=[CH:12][N:11]=3)[CH2:8][CH2:9]2)[CH2:3][CH2:2]1. The yield is 0.700. (6) The reactants are CCN(C(C)C)C(C)C.[F:10][C:11]1[CH:16]=[CH:15][C:14]([C:17]2[O:18][C:19]3[CH:29]=[CH:28][C:27]([C:30]4[CH:31]=[C:32]([CH:42]=[CH:43][CH:44]=4)[C:33]([NH:35][C:36]([CH3:41])([CH3:40])[C:37]([OH:39])=O)=[O:34])=[CH:26][C:20]=3[C:21]=2[C:22](=[O:25])[NH:23][CH3:24])=[CH:13][CH:12]=1.[N:45]1[CH:50]=[CH:49][N:48]=[C:47]([NH2:51])[N:46]=1.[H-].[Na+]. The catalyst is CN(C=O)C.CO. The product is [N:45]1[CH:50]=[CH:49][N:48]=[C:47]([NH:51][C:37](=[O:39])[C:36]([NH:35][C:33]([C:32]2[CH:31]=[C:30]([C:27]3[CH:28]=[CH:29][C:19]4[O:18][C:17]([C:14]5[CH:13]=[CH:12][C:11]([F:10])=[CH:16][CH:15]=5)=[C:21]([C:22]([NH:23][CH3:24])=[O:25])[C:20]=4[CH:26]=3)[CH:44]=[CH:43][CH:42]=2)=[O:34])([CH3:41])[CH3:40])[N:46]=1. The yield is 0.250. (7) The reactants are [CH:1]1([N:7]2[C:15]3[C:14](=[O:16])[NH:13][C:12]([C:17]4[CH:22]=[CH:21][C:20]([C:23]5(O)[CH2:28][CH2:27][N:26]([CH3:29])[CH2:25][CH2:24]5)=[CH:19][C:18]=4[O:31][CH3:32])=[N:11][C:10]=3[C:9]([CH3:33])=[N:8]2)[CH2:6][CH2:5][CH2:4][CH2:3][CH2:2]1.O.C1(C)C=CC(S(O)(=O)=O)=CC=1. The catalyst is C1(C)C=CC=CC=1. The product is [CH:1]1([N:7]2[C:15]3[C:14](=[O:16])[NH:13][C:12]([C:17]4[CH:22]=[CH:21][C:20]([C:23]5[CH2:28][CH2:27][N:26]([CH3:29])[CH2:25][CH:24]=5)=[CH:19][C:18]=4[O:31][CH3:32])=[N:11][C:10]=3[C:9]([CH3:33])=[N:8]2)[CH2:2][CH2:3][CH2:4][CH2:5][CH2:6]1. The yield is 0.510. (8) The reactants are [CH:1]1([CH2:4][CH2:5][N:6]2[C:11](=[O:12])[CH2:10][C:9](=[O:13])[N:8]([C:14]3[CH:19]=[CH:18][C:17]([C:20]4[O:21][CH:22]=[CH:23][CH:24]=4)=[CH:16][CH:15]=3)[C:7]2=[O:25])[CH2:3][CH2:2]1.C(N(C(C)C)CC)(C)C.[N:35]([CH2:38][C:39]([O:41]CC)=[O:40])=[C:36]=[O:37]. The catalyst is ClCCl. The product is [CH:1]1([CH2:4][CH2:5][N:6]2[C:11](=[O:12])[C:10]([C:36]([NH:35][CH2:38][C:39]([OH:41])=[O:40])=[O:37])=[C:9]([OH:13])[N:8]([C:14]3[CH:19]=[CH:18][C:17]([C:20]4[O:21][CH:22]=[CH:23][CH:24]=4)=[CH:16][CH:15]=3)[C:7]2=[O:25])[CH2:3][CH2:2]1. The yield is 0.0700. (9) The reactants are [S:1]1[CH:5]=[CH:4][CH:3]=[C:2]1[C:6]([OH:8])=O.[CH3:9][C:10]1(C)[O:15]C(=O)[CH2:13][C:12](=O)[O:11]1.C1(N=C=NC2CCCCC2)CCCCC1. The catalyst is CN(C)C1C=CN=CC=1.C(Cl)Cl. The product is [CH2:12]([O:11][C:10](=[O:15])[CH2:9][C:6]([C:2]1[S:1][CH:5]=[CH:4][CH:3]=1)=[O:8])[CH3:13]. The yield is 0.960. (10) The reactants are [CH:1]1([C:4]([NH:6][C:7]2[N:8]=[C:9]3[CH:14]=[CH:13][C:12]([O:15][C:16]4[CH:26]=[CH:25][CH:24]=[CH:23][C:17]=4[C:18]([O:20]CC)=[O:19])=[N:11][N:10]3[CH:27]=2)=[O:5])[CH2:3][CH2:2]1.[OH-].[Na+].Cl.C(OCC)(=O)C. The catalyst is O1CCCC1. The product is [CH:1]1([C:4]([NH:6][C:7]2[N:8]=[C:9]3[CH:14]=[CH:13][C:12]([O:15][C:16]4[CH:26]=[CH:25][CH:24]=[CH:23][C:17]=4[C:18]([OH:20])=[O:19])=[N:11][N:10]3[CH:27]=2)=[O:5])[CH2:3][CH2:2]1. The yield is 0.730.